Dataset: Reaction yield outcomes from USPTO patents with 853,638 reactions. Task: Predict the reaction yield, written as a fraction of the theoretical maximum amount of product (1.0 means a 100% yield; for example, 0.34 means a 34% yield). The reactants are [Cl:1][C:2](=[CH2:5])[C:3]#[N:4].C1CC=CC=1.[C:11]1([CH3:17])[CH:16]=CC=[CH:13][CH:12]=1. No catalyst specified. The product is [Cl:1][C:2]1([C:3]#[N:4])[CH2:16][CH:11]2[CH2:17][CH:5]1[CH:13]=[CH:12]2. The yield is 0.565.